From a dataset of Forward reaction prediction with 1.9M reactions from USPTO patents (1976-2016). Predict the product of the given reaction. (1) Given the reactants Br[CH:2]([C:27]1[O:31][C:30]([C:32]2[CH:39]=[CH:38][C:35]([C:36]#[N:37])=[CH:34][CH:33]=2)=[N:29][N:28]=1)[CH:3](Br)[C:4]1[N:8]([C:9]2[CH:14]=[CH:13][CH:12]=[CH:11][C:10]=2[Cl:15])[C:7]([C:16]2[CH:21]=[CH:20][C:19]([S:22]([CH3:25])(=[O:24])=[O:23])=[CH:18][N:17]=2)=[N:6][N:5]=1.C(O[K])(C)(C)C.C(O)(=O)C.C(OCC)(=O)C, predict the reaction product. The product is: [Cl:15][C:10]1[CH:11]=[CH:12][CH:13]=[CH:14][C:9]=1[N:8]1[C:7]([C:16]2[CH:21]=[CH:20][C:19]([S:22]([CH3:25])(=[O:24])=[O:23])=[CH:18][N:17]=2)=[N:6][N:5]=[C:4]1[C:3]#[C:2][C:27]1[O:31][C:30]([C:32]2[CH:33]=[CH:34][C:35]([C:36]#[N:37])=[CH:38][CH:39]=2)=[N:29][N:28]=1. (2) Given the reactants [CH2:1]([O:3][C:4]([C:6]1[C:7]2[S:14][CH:13]=[C:12]([CH2:15][O:16][C:17]3[CH:22]=[CH:21][CH:20]=[C:19]([NH2:23])[CH:18]=3)[C:8]=2[CH:9]=[N:10][CH:11]=1)=[O:5])[CH3:2].[C:24](Cl)(=[O:33])[C:25]1[CH:30]=[CH:29][CH:28]=[C:27]([O:31][CH3:32])[CH:26]=1, predict the reaction product. The product is: [CH2:1]([O:3][C:4]([C:6]1[C:7]2[S:14][CH:13]=[C:12]([CH2:15][O:16][C:17]3[CH:22]=[CH:21][CH:20]=[C:19]([NH:23][C:24](=[O:33])[C:25]4[CH:30]=[CH:29][CH:28]=[C:27]([O:31][CH3:32])[CH:26]=4)[CH:18]=3)[C:8]=2[CH:9]=[N:10][CH:11]=1)=[O:5])[CH3:2]. (3) Given the reactants C([C@@H]1CC[C@H]([O:11][C:12]2[CH:21]=[C:20]([CH3:22])[C:19]3[C:14](=[CH:15][CH:16]=[CH:17][CH:18]=3)[C:13]=2[CH:23]=O)CC1)(C)(C)C.[NH:25]1[CH2:30][CH2:29][CH:28]([C:31]([O:33][CH2:34][CH3:35])=[O:32])[CH2:27][CH2:26]1.CC(O)=O.[BH-](OC(C)=O)(OC(C)=O)OC(C)=O.[Na+], predict the reaction product. The product is: [OH:11][C:12]1[CH:21]=[C:20]([CH3:22])[C:19]2[C:14](=[CH:15][CH:16]=[CH:17][CH:18]=2)[C:13]=1[CH2:23][N:25]1[CH2:30][CH2:29][CH:28]([C:31]([O:33][CH2:34][CH3:35])=[O:32])[CH2:27][CH2:26]1.